From a dataset of Reaction yield outcomes from USPTO patents with 853,638 reactions. Predict the reaction yield, written as a fraction of the theoretical maximum amount of product (1.0 means a 100% yield; for example, 0.34 means a 34% yield). (1) The reactants are [C:1]([O:5][C:6](=[O:22])[CH2:7][C:8](=[O:21])[C:9]([C:12]1[CH:17]=[CH:16][C:15]([CH2:18][CH3:19])=[C:14]([I:20])[CH:13]=1)([CH3:11])[CH3:10])([CH3:4])([CH3:3])[CH3:2].C(=O)([O-])[O-].[Cs+].[Cs+].Cl[C:30]1[CH:37]=[CH:36][C:33]([C:34]#[N:35])=[CH:32][C:31]=1[N+]([O-])=O.C(OCC)(=O)C. The catalyst is CN1C(=O)CCC1. The product is [C:1]([O:5][C:6]([C:7]1[C:30]2[CH:31]=[CH:32][C:33]([C:34]#[N:35])=[CH:36][C:37]=2[O:21][C:8]=1[C:9]([C:12]1[CH:17]=[CH:16][C:15]([CH2:18][CH3:19])=[C:14]([I:20])[CH:13]=1)([CH3:11])[CH3:10])=[O:22])([CH3:2])([CH3:3])[CH3:4]. The yield is 0.260. (2) The reactants are [NH:1]1[C:5]2[CH:6]=[CH:7][CH:8]=[CH:9][C:4]=2[N:3]=[C:2]1[C:10]1[S:11][C:12]2[C:18]([N:19]3[CH2:24][CH2:23][O:22][CH2:21][CH2:20]3)=[CH:17][CH:16]=[C:15]([O:25][CH3:26])[C:13]=2[N:14]=1.[H-].[Na+].[CH3:29]I. The catalyst is CN(C=O)C. The product is [CH3:26][O:25][C:15]1[C:13]2[N:14]=[C:10]([C:2]3[N:3]([CH3:29])[C:4]4[CH:9]=[CH:8][CH:7]=[CH:6][C:5]=4[N:1]=3)[S:11][C:12]=2[C:18]([N:19]2[CH2:24][CH2:23][O:22][CH2:21][CH2:20]2)=[CH:17][CH:16]=1. The yield is 0.810. (3) The reactants are [NH2:1][CH2:2][C@@H:3]1[C@@H:11]([C@@:12]2([CH3:21])[CH2:17][CH2:16][C@H:15]([OH:18])[CH2:14][C@@H:13]2[CH2:19][OH:20])[CH2:10][CH2:9][C:8]2[C:7]([CH3:23])([CH3:22])[CH2:6][CH2:5][C:4]1=2.C1CN([P+](ON2N=NC3C=CC=CC2=3)(N2CCCC2)N2CCCC2)CC1.F[P-](F)(F)(F)(F)F.[C:57](O)(=[O:64])[C:58]1[CH:63]=[CH:62][CH:61]=[N:60][CH:59]=1.CCN(C(C)C)C(C)C. The catalyst is CN(C=O)C. The product is [OH:18][C@H:15]1[CH2:16][CH2:17][C@@:12]([C@H:11]2[CH2:10][CH2:9][C:8]3[C:7]([CH3:23])([CH3:22])[CH2:6][CH2:5][C:4]=3[C@@H:3]2[CH2:2][NH:1][C:57](=[O:64])[C:58]2[CH:63]=[CH:62][CH:61]=[N:60][CH:59]=2)([CH3:21])[C@@H:13]([CH2:19][OH:20])[CH2:14]1. The yield is 0.530. (4) The reactants are [F:1][C:2]([F:20])([F:19])[O:3][C:4]1[CH:9]=[CH:8][C:7]([C:10]2[N:11]=[C:12]([NH:15]C(=O)C)[NH:13][CH:14]=2)=[CH:6][CH:5]=1. The catalyst is O.CO.S(=O)(=O)(O)O. The product is [F:20][C:2]([F:1])([F:19])[O:3][C:4]1[CH:9]=[CH:8][C:7]([C:10]2[N:11]=[C:12]([NH2:15])[NH:13][CH:14]=2)=[CH:6][CH:5]=1. The yield is 0.980. (5) The catalyst is CCCCCC. The product is [N:19]1[CH:24]=[CH:23][CH:22]=[C:21]([CH:25]([OH:26])[C:15]2[Se:14][C:18]([CH:29]([C:28]3[CH:8]=[N:6][CH:5]=[CH:4][CH:27]=3)[OH:30])=[CH:17][CH:16]=2)[CH:20]=1. The yield is 0.350. The reactants are [CH3:5][N:6]([CH2:4][CH2:5][N:6]([CH3:8])[CH3:4])[CH3:8].C([Li])CCC.[Se:14]1[CH:18]=[CH:17][CH:16]=[CH:15]1.[N:19]1[CH:24]=[CH:23][CH:22]=[C:21]([CH:25]=[O:26])[CH:20]=1.[CH2:27]1C[O:30][CH2:29][CH2:28]1. (6) The reactants are [Na].O[CH:3]=[C:4]1[CH2:8][CH2:7][O:6][C:5]1=[O:9].[Cl:10][C:11]1[CH:18]=[CH:17][CH:16]=[CH:15][C:12]=1[CH2:13][NH2:14]. No catalyst specified. The product is [Cl:10][C:11]1[CH:18]=[CH:17][CH:16]=[CH:15][C:12]=1[CH2:13][NH:14][CH:3]=[C:4]1[CH2:8][CH2:7][O:6][C:5]1=[O:9]. The yield is 0.750.